This data is from Forward reaction prediction with 1.9M reactions from USPTO patents (1976-2016). The task is: Predict the product of the given reaction. (1) Given the reactants [CH3:1][O:2][C:3]1[CH:8]=[CH:7][C:6]([NH:9][C:10]2[CH:15]=[CH:14][N:13]=[CH:12][C:11]=2[NH2:16])=[C:5]([CH3:17])[CH:4]=1.[C:18](OC(=O)C)(=O)[CH3:19].C(OCC)(OCC)(OCC)C, predict the reaction product. The product is: [CH3:1][O:2][C:3]1[CH:8]=[CH:7][C:6]([N:9]2[C:10]3[CH:15]=[CH:14][N:13]=[CH:12][C:11]=3[N:16]=[C:18]2[CH3:19])=[C:5]([CH3:17])[CH:4]=1. (2) Given the reactants [OH:1][B:2]1[C:6]2[CH:7]=[C:8]([N+:11]([O-])=O)[CH:9]=[CH:10][C:5]=2[CH:4]([CH2:14][NH:15][C:16](=[O:22])[CH2:17][CH2:18][CH:19]([CH3:21])[CH3:20])[O:3]1.Cl.C(=O)(O)[O-].[Na+].C(OCC)(=O)C, predict the reaction product. The product is: [NH2:11][C:8]1[CH:9]=[CH:10][C:5]2[CH:4]([CH2:14][NH:15][C:16](=[O:22])[CH2:17][CH2:18][CH:19]([CH3:21])[CH3:20])[O:3][B:2]([OH:1])[C:6]=2[CH:7]=1. (3) Given the reactants [OH:1][C:2]1[CH:7]=[CH:6][C:5]([CH:8]2[CH2:13][CH2:12][N:11]([C:14]([O:16][C:17]([CH3:20])([CH3:19])[CH3:18])=[O:15])[CH2:10][CH:9]2[O:21][CH2:22][C:23]2[CH:32]=[C:31]3[C:26]([CH2:27][CH2:28][C:29](=[O:38])[N:30]3[CH2:33][CH2:34][CH2:35][O:36][CH3:37])=[CH:25][CH:24]=2)=[CH:4][CH:3]=1.Br[CH2:40][CH2:41][CH2:42][O:43][C:44]1[CH:49]=[CH:48][CH:47]=[CH:46][C:45]=1[Cl:50], predict the reaction product. The product is: [Cl:50][C:45]1[CH:46]=[CH:47][CH:48]=[CH:49][C:44]=1[O:43][CH2:42][CH2:41][CH2:40][O:1][C:2]1[CH:7]=[CH:6][C:5]([CH:8]2[CH2:13][CH2:12][N:11]([C:14]([O:16][C:17]([CH3:19])([CH3:20])[CH3:18])=[O:15])[CH2:10][CH:9]2[O:21][CH2:22][C:23]2[CH:32]=[C:31]3[C:26]([CH2:27][CH2:28][C:29](=[O:38])[N:30]3[CH2:33][CH2:34][CH2:35][O:36][CH3:37])=[CH:25][CH:24]=2)=[CH:4][CH:3]=1.